Predict the reactants needed to synthesize the given product. From a dataset of Full USPTO retrosynthesis dataset with 1.9M reactions from patents (1976-2016). (1) Given the product [C:13]1([S:19]([N:4]2[C:5]3=[N:6][CH:7]=[C:8]([C:11]#[N:12])[CH:9]=[C:10]3[C:2]([I:1])=[CH:3]2)(=[O:21])=[O:20])[CH:18]=[CH:17][CH:16]=[CH:15][CH:14]=1, predict the reactants needed to synthesize it. The reactants are: [I:1][C:2]1[C:10]2[C:5](=[N:6][CH:7]=[C:8]([C:11]#[N:12])[CH:9]=2)[NH:4][CH:3]=1.[C:13]1([S:19](Cl)(=[O:21])=[O:20])[CH:18]=[CH:17][CH:16]=[CH:15][CH:14]=1.[OH-].[Na+]. (2) Given the product [NH2:3][C:4]1[O:5][CH2:6][C:7]2([N:30]=1)[C@@H:20]1[C@H:15]([CH2:16][CH2:17][C@H:18]([OH:21])[CH2:19]1)[O:14][C:13]1[C:8]2=[CH:9][C:10]([C:22]2[CH:23]=[N:24][CH:25]=[C:26]([CH:29]=2)[C:27]#[N:28])=[CH:11][CH:12]=1, predict the reactants needed to synthesize it. The reactants are: [BH4-].[Na+].[NH2:3][C:4]1[O:5][CH2:6][C:7]2([N:30]=1)[C@@H:20]1[C@H:15]([CH2:16][CH2:17][C:18](=[O:21])[CH2:19]1)[O:14][C:13]1[C:8]2=[CH:9][C:10]([C:22]2[CH:23]=[N:24][CH:25]=[C:26]([CH:29]=2)[C:27]#[N:28])=[CH:11][CH:12]=1. (3) Given the product [CH:17]([N:7]1[C:8]2[C:13](=[CH:12][CH:11]=[C:10]([N+:14]([O-:16])=[O:15])[CH:9]=2)[C:5]([C:3]([OH:4])=[O:22])=[CH:6]1)([CH3:19])[CH3:18], predict the reactants needed to synthesize it. The reactants are: FC(F)(F)[C:3]([C:5]1[C:13]2[C:8](=[CH:9][C:10]([N+:14]([O-:16])=[O:15])=[CH:11][CH:12]=2)[N:7]([CH:17]([CH3:19])[CH3:18])[CH:6]=1)=[O:4].[OH-:22].[Na+]. (4) Given the product [ClH:38].[C:8]1([CH:2]([NH:20][C:19]2[CH:21]=[CH:22][CH:23]=[C:17]([O:16][C:15]([F:14])([F:24])[F:25])[CH:18]=2)[C:3]([OH:5])=[O:4])[CH:9]=[CH:10][CH:11]=[CH:12][CH:13]=1, predict the reactants needed to synthesize it. The reactants are: Br[CH:2]([C:8]1[CH:13]=[CH:12][CH:11]=[CH:10][CH:9]=1)[C:3]([O:5]CC)=[O:4].[F:14][C:15]([F:25])([F:24])[O:16][C:17]1[CH:18]=[C:19]([CH:21]=[CH:22][CH:23]=1)[NH2:20].CCN(C(C)C)C(C)C.O.[OH-].[Li+].[ClH:38]. (5) Given the product [CH:4]([CH:9]1[N:10]([C:16]([O:18][CH2:19][C:20]2[CH:21]=[CH:22][CH:23]=[CH:24][CH:25]=2)=[O:17])[CH2:11][C:12]2[CH:40]=[N:34][NH:63][C:13]=2[CH2:14]1)([CH3:3])[CH3:5], predict the reactants needed to synthesize it. The reactants are: FC1[CH:3]=[C:4]([CH:9]2[CH2:14][C:13](=O)[CH2:12][CH2:11][N:10]2[C:16]([O:18][CH2:19][C:20]2[CH:25]=[CH:24][CH:23]=[CH:22][CH:21]=2)=[O:17])[CH:5]=C(F)C=1.ClC1C=CC(C2CC(=O)CC[N:34]2[C:40](OCC2C=CC=CC=2)=O)=CC=1.FC1C=C([Mg]Br)C=C(F)C=1.O.NN.[NH:63]1CCC(=O)CC1.